The task is: Predict the reactants needed to synthesize the given product.. This data is from Full USPTO retrosynthesis dataset with 1.9M reactions from patents (1976-2016). (1) Given the product [C:11]([Si:15]([CH3:17])([CH3:16])[O:18][CH:19]1[C:28]2[C:23](=[C:24]([CH:7]=[O:8])[CH:25]=[CH:26][CH:27]=2)[O:22][CH2:21][CH2:20]1)([CH3:14])([CH3:12])[CH3:13], predict the reactants needed to synthesize it. The reactants are: C([Li])CCC.C[CH2:7][O:8]CC.[C:11]([Si:15]([O:18][CH:19]1[C:28]2[C:23](=[CH:24][CH:25]=[CH:26][CH:27]=2)[O:22][CH2:21][CH2:20]1)([CH3:17])[CH3:16])([CH3:14])([CH3:13])[CH3:12]. (2) Given the product [Si:1]([O:8][CH2:9][C@@H:10]1[CH:15]=[C:14]([CH:16]2[CH2:18][CH2:17]2)[C@H:13]([OH:19])[CH2:12][N:11]1[C:20]([O:22][C:23]([CH3:26])([CH3:25])[CH3:24])=[O:21])([C:4]([CH3:7])([CH3:6])[CH3:5])([CH3:3])[CH3:2], predict the reactants needed to synthesize it. The reactants are: [Si:1]([O:8][CH2:9][C@@H:10]1[CH:15]=[C:14]([CH:16]2[CH2:18][CH2:17]2)[C:13](=[O:19])[CH2:12][N:11]1[C:20]([O:22][C:23]([CH3:26])([CH3:25])[CH3:24])=[O:21])([C:4]([CH3:7])([CH3:6])[CH3:5])([CH3:3])[CH3:2].[Si](OC[C@@H]1C=C(C)[C@H](O)CN1C(OC(C)(C)C)=O)(C(C)(C)C)(C)C. (3) The reactants are: [OH-].[Na+].[N:3]1[N:7]2[CH:8]=[CH:9][CH:10]=[CH:11][C:6]2=[C:5]([C:12]([O:14]CC)=[O:13])[CH:4]=1. Given the product [N:3]1[N:7]2[CH:8]=[CH:9][CH:10]=[CH:11][C:6]2=[C:5]([C:12]([OH:14])=[O:13])[CH:4]=1, predict the reactants needed to synthesize it. (4) Given the product [CH3:19][C:10]1[CH:15]=[CH:14][C:13]([C:2]2[CH:7]=[CH:6][C:5]([O:8][CH3:9])=[CH:4][CH:3]=2)=[CH:12][CH:11]=1, predict the reactants needed to synthesize it. The reactants are: Br[C:2]1[CH:7]=[CH:6][C:5]([O:8][CH3:9])=[CH:4][CH:3]=1.[C:10]1([CH3:19])[CH:15]=[CH:14][CH:13]=[CH:12][C:11]=1B(O)O. (5) Given the product [C:1]([O:5][C:6](=[O:7])[NH:8][C@@H:9]([C@H:13]([OH:15])[CH3:14])[C:10](=[O:12])[N:24]1[CH2:23][CH2:22][CH2:21][CH2:26]1)([CH3:2])([CH3:3])[CH3:4], predict the reactants needed to synthesize it. The reactants are: [C:1]([O:5][C:6]([NH:8][C@@H:9]([C@H:13]([OH:15])[CH3:14])[C:10]([OH:12])=O)=[O:7])([CH3:4])([CH3:3])[CH3:2].CCN=C=N[CH2:21][CH2:22][CH2:23][N:24]([CH3:26])C.Cl.C1C=CC2N(O)N=NC=2C=1.CCN(C(C)C)C(C)C.N1CCCC1. (6) Given the product [C:34]([OH:39])(=[O:38])[C:35]([OH:37])=[O:36].[CH2:11]([NH2:10])[CH2:12][CH3:13], predict the reactants needed to synthesize it. The reactants are: [OH-].[Na+].C(=O)([O-])[O-].[K+].[K+].C[N:10](C)[CH2:11][CH2:12][C@@H:13](C1SC=CC=1)O.FC1C2C(=CC=CC=2)C=CC=1.O.O.[C:34]([OH:39])(=[O:38])[C:35]([OH:37])=[O:36]. (7) Given the product [CH2:1]([O:3][C:4]([C:6]1[NH:7][C:8]([CH:19]=[C:25]2[C:24]3[C:28](=[CH:29][CH:30]=[C:22]([Cl:21])[CH:23]=3)[NH:27][C:26]2=[O:31])=[C:9]([CH2:12][CH2:13][C:14]([O:16][CH2:17][CH3:18])=[O:15])[C:10]=1[CH3:11])=[O:5])[CH3:2], predict the reactants needed to synthesize it. The reactants are: [CH2:1]([O:3][C:4]([C:6]1[NH:7][C:8]([CH:19]=O)=[C:9]([CH2:12][CH2:13][C:14]([O:16][CH2:17][CH3:18])=[O:15])[C:10]=1[CH3:11])=[O:5])[CH3:2].[Cl:21][C:22]1[CH:23]=[C:24]2[C:28](=[CH:29][CH:30]=1)[NH:27][C:26](=[O:31])[CH2:25]2.